Dataset: Full USPTO retrosynthesis dataset with 1.9M reactions from patents (1976-2016). Task: Predict the reactants needed to synthesize the given product. (1) Given the product [NH2:1][C:2]1[N:7]=[CH:6][N:5]=[C:4]2[N:8]([CH:12]([C:14]3[CH:19]=[N:18][N:17]([CH2:20][CH2:21][N:22]4[CH2:27][CH2:26][O:25][CH2:24][CH2:23]4)[C:16](=[O:28])[C:15]=3[C:29]3[CH:34]=[CH:33][CH:32]=[CH:31][CH:30]=3)[CH3:13])[N:9]=[C:10]([C:38]3[CH:39]=[C:40]([OH:42])[CH:41]=[C:36]([F:35])[CH:37]=3)[C:3]=12, predict the reactants needed to synthesize it. The reactants are: [NH2:1][C:2]1[N:7]=[CH:6][N:5]=[C:4]2[N:8]([CH:12]([C:14]3[CH:19]=[N:18][N:17]([CH2:20][CH2:21][N:22]4[CH2:27][CH2:26][O:25][CH2:24][CH2:23]4)[C:16](=[O:28])[C:15]=3[C:29]3[CH:34]=[CH:33][CH:32]=[CH:31][CH:30]=3)[CH3:13])[N:9]=[C:10](I)[C:3]=12.[F:35][C:36]1[CH:37]=[C:38](B(O)O)[CH:39]=[C:40]([OH:42])[CH:41]=1. (2) Given the product [NH2:1][CH:2]([CH3:30])[C:3]([N:5]1[N:9]=[C:8]([C:10]2[CH:15]=[C:14]([F:16])[CH:13]=[CH:12][C:11]=2[F:17])[S:7][C:6]1([CH2:24][CH2:25][CH2:26][NH2:27])[C:18]1[CH:19]=[CH:20][CH:21]=[CH:22][CH:23]=1)=[O:4], predict the reactants needed to synthesize it. The reactants are: [NH2:1][CH:2]([CH3:30])[C:3]([N:5]1[N:9]=[C:8]([C:10]2[CH:15]=[C:14]([F:16])[CH:13]=[CH:12][C:11]=2[F:17])[S:7][C:6]1([CH2:24][CH2:25][CH2:26][N:27]=[N+]=[N-])[C:18]1[CH:23]=[CH:22][CH:21]=[CH:20][CH:19]=1)=[O:4].Cl.N#N. (3) Given the product [CH2:29]([N:26]1[CH2:27][CH2:28][CH:23]([NH:22][CH2:19][C@@H:17]([OH:18])[CH2:16][O:15][C:12]2[CH:11]=[CH:10][C:9]([C:6]3[C:5]4[CH:20]=[CH:21][C:2]([F:1])=[CH:3][C:4]=4[O:8][N:7]=3)=[CH:14][CH:13]=2)[CH2:24][CH2:25]1)[C:30]1[CH:31]=[CH:32][CH:33]=[CH:34][CH:35]=1, predict the reactants needed to synthesize it. The reactants are: [F:1][C:2]1[CH:21]=[CH:20][C:5]2[C:6]([C:9]3[CH:14]=[CH:13][C:12]([O:15][CH2:16][C@H:17]4[CH2:19][O:18]4)=[CH:11][CH:10]=3)=[N:7][O:8][C:4]=2[CH:3]=1.[NH2:22][CH:23]1[CH2:28][CH2:27][N:26]([CH2:29][C:30]2[CH:35]=[CH:34][CH:33]=[CH:32][CH:31]=2)[CH2:25][CH2:24]1. (4) Given the product [CH3:43][O:44][C:45]1[CH:46]=[C:47]2[C:52](=[CH:53][CH:54]=1)[CH:51]=[N:50][C:49]([NH:55][C:59]1[CH:60]=[C:61]([CH2:63][N:64]3[CH2:65][CH2:66][CH2:67][CH2:68]3)[CH:62]=[CH:57][N:58]=1)=[CH:48]2, predict the reactants needed to synthesize it. The reactants are: CC1(C)C2C(=C(P(C3C=CC=CC=3)C3C=CC=CC=3)C=CC=2)OC2C(P(C3C=CC=CC=3)C3C=CC=CC=3)=CC=CC1=2.[CH3:43][O:44][C:45]1[CH:46]=[C:47]2[C:52](=[CH:53][CH:54]=1)[CH:51]=[N:50][C:49]([NH2:55])=[CH:48]2.Cl[C:57]1[CH:62]=[C:61]([CH2:63][N:64]2[CH2:68][CH2:67][CH2:66][CH2:65]2)[CH:60]=[CH:59][N:58]=1.C([O-])([O-])=O.[Cs+].[Cs+]. (5) Given the product [C:1]([CH:5]1[CH2:8][C:7](=[O:9])[CH2:6]1)([CH3:4])([CH3:3])[CH3:2], predict the reactants needed to synthesize it. The reactants are: [C:1]([CH:5]1[CH2:8][C:7](=[O:9])[C:6]1(Cl)Cl)([CH3:4])([CH3:3])[CH3:2]. (6) The reactants are: [Br:1][C:2]1[C:3]2[CH:10]=[C:9]([Cl:11])[CH:8]=[CH:7][C:4]=2[S:5][CH:6]=1.[Al+3].[Cl-].[Cl-].[Cl-].[C:16](Cl)(=[O:18])[CH3:17]. Given the product [Br:1][C:2]1[C:3]2[CH:10]=[C:9]([Cl:11])[CH:8]=[CH:7][C:4]=2[S:5][C:6]=1[C:16](=[O:18])[CH3:17], predict the reactants needed to synthesize it. (7) Given the product [F:13][C:10]1[CH:9]=[CH:8][C:7]([N:6]2[CH:2]=[CH:3][CH:4]=[N:5]2)=[CH:12][CH:11]=1, predict the reactants needed to synthesize it. The reactants are: N[C:2]1[N:6]([C:7]2[CH:12]=[CH:11][C:10]([F:13])=[CH:9][CH:8]=2)[N:5]=[CH:4][C:3]=1C(=O)C1C=CC=C(O)C=1.BrCC(OC(C)(C)C)=O.C(=O)([O-])[O-].[K+].[K+]. (8) Given the product [Cl:19][CH2:20][C:21]([N:4]([C:3]1[CH:6]=[CH:7][C:8]([O:10][CH2:11][O:12][CH2:13][CH2:14][Si:15]([CH3:18])([CH3:17])[CH3:16])=[CH:9][C:2]=1[Cl:1])[CH3:5])=[O:22], predict the reactants needed to synthesize it. The reactants are: [Cl:1][C:2]1[CH:9]=[C:8]([O:10][CH2:11][O:12][CH2:13][CH2:14][Si:15]([CH3:18])([CH3:17])[CH3:16])[CH:7]=[CH:6][C:3]=1[NH:4][CH3:5].[Cl:19][CH2:20][C:21](Cl)=[O:22].C(N(CC)CC)C.O. (9) Given the product [F:1][C:2]1[C:7]([F:8])=[CH:6][CH:5]=[CH:4][C:3]=1[C:9]1[N:17]=[C:12]2[CH:13]=[N:14][N:15]([CH2:19][C:20]3[O:24][N:23]=[C:22]([C:25]4[CH:26]=[CH:27][C:28]([C:31]#[C:32][C:33]5[CH:34]=[C:35]([CH3:40])[N:36]=[C:37]([CH3:39])[CH:38]=5)=[CH:29][CH:30]=4)[CH:21]=3)[CH:16]=[C:11]2[N:10]=1, predict the reactants needed to synthesize it. The reactants are: [F:1][C:2]1[C:7]([F:8])=[CH:6][CH:5]=[CH:4][C:3]=1[C:9]1[N:17]=[C:12]2[CH:13]=[N:14][NH:15][CH:16]=[C:11]2[N:10]=1.Cl[CH2:19][C:20]1[O:24][N:23]=[C:22]([C:25]2[CH:30]=[CH:29][C:28]([C:31]#[C:32][C:33]3[CH:38]=[C:37]([CH3:39])[N:36]=[C:35]([CH3:40])[CH:34]=3)=[CH:27][CH:26]=2)[CH:21]=1.